This data is from Full USPTO retrosynthesis dataset with 1.9M reactions from patents (1976-2016). The task is: Predict the reactants needed to synthesize the given product. (1) Given the product [F:22][C:21]([F:24])([F:23])[S:18]([O:10][C:7]1[CH:8]=[CH:9][C:4]2[CH:3]=[CH:2][O:1][C:5]=2[CH:6]=1)(=[O:19])=[O:17], predict the reactants needed to synthesize it. The reactants are: [O:1]1[C:5]2[CH:6]=[C:7]([OH:10])[CH:8]=[CH:9][C:4]=2[CH:3]=[CH:2]1.N1C=CC=CC=1.[O:17](S(C(F)(F)F)(=O)=O)[S:18]([C:21]([F:24])([F:23])[F:22])(=O)=[O:19]. (2) Given the product [CH2:17]([O:24][CH:25]1[CH2:30][CH2:29][N:28]([C:13]([C:11]2[O:10][C:8]3[C:7](=[CH:6][C:5]4[O:1][C:2](=[O:16])[NH:3][C:4]=4[CH:9]=3)[CH:12]=2)=[O:15])[CH2:27][CH2:26]1)[C:18]1[CH:19]=[CH:20][CH:21]=[CH:22][CH:23]=1, predict the reactants needed to synthesize it. The reactants are: [O:1]1[C:5]2[CH:6]=[C:7]3[CH:12]=[C:11]([C:13]([OH:15])=O)[O:10][C:8]3=[CH:9][C:4]=2[NH:3][C:2]1=[O:16].[CH2:17]([O:24][CH:25]1[CH2:30][CH2:29][NH:28][CH2:27][CH2:26]1)[C:18]1[CH:23]=[CH:22][CH:21]=[CH:20][CH:19]=1. (3) Given the product [F:21][CH:2]([F:1])[C:3]1[C:8]([C:9]([OH:11])=[O:10])=[CH:7][C:6]([CH2:14][NH:15][C:16](=[O:20])[CH:17]([CH3:19])[CH3:18])=[CH:5][N:4]=1, predict the reactants needed to synthesize it. The reactants are: [F:1][CH:2]([F:21])[C:3]1[C:8]([C:9]([O:11]CC)=[O:10])=[CH:7][C:6]([CH2:14][NH:15][C:16](=[O:20])[CH:17]([CH3:19])[CH3:18])=[CH:5][N:4]=1.O.[OH-].[Li+].Cl.